This data is from Forward reaction prediction with 1.9M reactions from USPTO patents (1976-2016). The task is: Predict the product of the given reaction. (1) Given the reactants [H-].[Na+].[C:3]([CH2:6][C:7](=[O:9])[CH3:8])(=[O:5])[CH3:4].CCCCCC.C([Li])CCC.[CH2:21]([O:28][C:29]1[CH:36]=[CH:35][C:32]([CH2:33]I)=[CH:31][CH:30]=1)[C:22]1[CH:27]=[CH:26][CH:25]=[CH:24][CH:23]=1.Cl, predict the reaction product. The product is: [CH2:21]([O:28][C:29]1[CH:30]=[CH:31][C:32]([CH2:33][CH2:8][C:7](=[O:9])[CH2:6][C:3](=[O:5])[CH3:4])=[CH:35][CH:36]=1)[C:22]1[CH:23]=[CH:24][CH:25]=[CH:26][CH:27]=1. (2) Given the reactants C([CH2:3][CH2:4][O:5][P:6]([O-:9])([O-:8])=O)#N.[NH+:10]1[CH:15]=[CH:14][CH:13]=[CH:12][CH:11]=1.[NH+]1[CH:21]=[CH:20][CH:19]=[CH:18][CH:17]=1.[CH:31]1(N=C=N[CH:31]2[CH2:36][CH2:35][CH2:34][CH2:33][CH2:32]2)[CH2:36][CH2:35][CH2:34][CH2:33][CH2:32]1.[OH2:37], predict the reaction product. The product is: [C:15]([NH:10][CH2:3][CH2:4][O:5][P:6](=[O:8])=[O:9])(=[O:37])[CH2:14][CH2:13][CH2:12]/[CH:11]=[CH:17]\[CH2:18][CH:19]=[CH:20][CH2:21][CH:11]=[CH:12][CH2:13][CH:14]=[CH:32][CH2:33][CH2:34][CH2:35][CH2:36][CH3:31]. (3) The product is: [Cl:1][C:2]1[CH:3]=[C:4]2[C:8](=[CH:9][CH:10]=1)[N:7]([S:44]([C:34]1[CH:35]=[CH:36][C:37]([O:39][C:40]([F:41])([F:42])[F:43])=[CH:38][C:33]=1[O:32][CH3:31])(=[O:45])=[O:46])[C:6](=[O:11])[C:5]2([N:20]1[CH2:25][CH2:24][CH2:23][CH2:22][C@H:21]1[C:26]([N:28]([CH3:29])[CH3:30])=[O:27])[C:12]1[CH:17]=[CH:16][CH:15]=[CH:14][C:13]=1[O:18][CH3:19]. Given the reactants [Cl:1][C:2]1[CH:3]=[C:4]2[C:8](=[CH:9][CH:10]=1)[NH:7][C:6](=[O:11])[C:5]2([N:20]1[CH2:25][CH2:24][CH2:23][CH2:22][C@H:21]1[C:26]([N:28]([CH3:30])[CH3:29])=[O:27])[C:12]1[CH:17]=[CH:16][CH:15]=[CH:14][C:13]=1[O:18][CH3:19].[CH3:31][O:32][C:33]1[CH:38]=[C:37]([O:39][C:40]([F:43])([F:42])[F:41])[CH:36]=[CH:35][C:34]=1[S:44](Cl)(=[O:46])=[O:45], predict the reaction product. (4) Given the reactants [Cl-].[CH3:2][O:3][CH2:4][N+:5]1([CH3:10])[CH2:9][CH2:8][CH2:7][CH2:6]1.[N-:11]([S:22]([C:25]([C:28]([F:31])([F:30])[F:29])([F:27])[F:26])(=[O:24])=[O:23])[S:12]([C:15]([C:18]([F:21])([F:20])[F:19])([F:17])[F:16])(=[O:14])=[O:13].[Li+].ClCCl, predict the reaction product. The product is: [N-:11]([S:12]([C:15]([C:18]([F:21])([F:19])[F:20])([F:16])[F:17])(=[O:13])=[O:14])[S:22]([C:25]([C:28]([F:31])([F:30])[F:29])([F:27])[F:26])(=[O:24])=[O:23].[CH3:2][O:3][CH2:4][N+:5]1([CH3:10])[CH2:9][CH2:8][CH2:7][CH2:6]1. (5) Given the reactants [C:1]([C:4]1[C:5](=[O:31])[N:6]([CH3:30])[C:7]2[C:12]([C:13]=1[NH2:14])=[CH:11][C:10]([C:15]1[CH:20]=[CH:19][C:18]([Cl:21])=[CH:17][CH:16]=1)=[C:9]([C:22]1[CH:27]=[CH:26][C:25]([Cl:28])=[CH:24][C:23]=1[Cl:29])[N:8]=2)(=[O:3])[CH3:2].[H-].[Na+].[CH3:34][N:35]([CH3:39])[C:36](Cl)=[O:37], predict the reaction product. The product is: [C:1]([C:4]1[C:5](=[O:31])[N:6]([CH3:30])[C:7]2[C:12]([C:13]=1[NH:14][C:36](=[O:37])[N:35]([CH3:39])[CH3:34])=[CH:11][C:10]([C:15]1[CH:16]=[CH:17][C:18]([Cl:21])=[CH:19][CH:20]=1)=[C:9]([C:22]1[CH:27]=[CH:26][C:25]([Cl:28])=[CH:24][C:23]=1[Cl:29])[N:8]=2)(=[O:3])[CH3:2]. (6) Given the reactants Br[C:2]1[CH:11]=[CH:10][C:9]2[C:4](=[CH:5][CH:6]=[CH:7][CH:8]=2)[CH:3]=1.[Li][C:13]([CH3:16])([CH3:15])[CH3:14].[Br:17][C:18]1[CH:31]=[CH:30][C:29]2[C:28](=[O:32])[C:27]3[C:22](=[CH:23][CH:24]=[CH:25][CH:26]=3)[C:21](=[O:33])[C:20]=2[CH:19]=1, predict the reaction product. The product is: [Br:17][C:18]1[CH:31]=[CH:30][C:29]2[C:28]([C:2]3[CH:11]=[CH:10][C:9]4[C:4](=[CH:5][CH:6]=[CH:7][CH:8]=4)[CH:3]=3)([OH:32])[C:27]3[C:22](=[CH:23][CH:24]=[CH:25][CH:26]=3)[C:21]([C:5]3[CH:4]=[CH:9][C:16]4[C:13](=[CH:15][CH:3]=[CH:2][CH:11]=4)[CH:14]=3)([OH:33])[C:20]=2[CH:19]=1.